Predict the reaction yield, written as a fraction of the theoretical maximum amount of product (1.0 means a 100% yield; for example, 0.34 means a 34% yield). From a dataset of Reaction yield outcomes from USPTO patents with 853,638 reactions. (1) The reactants are [OH:1][C:2]1[CH:7]=[C:6]([CH3:8])[N:5]([C:9]2[CH:10]=[C:11]([CH:16]=[CH:17][C:18]=2[CH3:19])[C:12]([O:14][CH3:15])=[O:13])[C:4](=[O:20])[CH:3]=1.[Br:21]Br.S(S([O-])=O)([O-])(=O)=O.[Na+].[Na+].O. The catalyst is CO.C(O)(=O)C. The product is [Br:21][C:3]1[C:4](=[O:20])[N:5]([C:9]2[CH:10]=[C:11]([CH:16]=[CH:17][C:18]=2[CH3:19])[C:12]([O:14][CH3:15])=[O:13])[C:6]([CH3:8])=[CH:7][C:2]=1[OH:1]. The yield is 0.900. (2) The reactants are [CH:1]([C:4]1[CH:9]=[CH:8][C:7]([C:10]2[C:14]3[C:15]([CH3:21])=[CH:16][C:17]([CH3:20])=[C:18]([CH3:19])[C:13]=3[O:12][CH:11]=2)=[C:6]([O:22][CH3:23])[CH:5]=1)([CH3:3])[CH3:2]. The catalyst is CO. The product is [CH:1]([C:4]1[CH:9]=[CH:8][C:7]([CH:10]2[C:14]3[C:15]([CH3:21])=[CH:16][C:17]([CH3:20])=[C:18]([CH3:19])[C:13]=3[O:12][CH2:11]2)=[C:6]([O:22][CH3:23])[CH:5]=1)([CH3:3])[CH3:2]. The yield is 0.790.